This data is from Forward reaction prediction with 1.9M reactions from USPTO patents (1976-2016). The task is: Predict the product of the given reaction. Given the reactants C([N:8]1[CH2:13][CH2:12][N:11]2[CH2:14][C@@H:15]([CH2:18][OH:19])[CH2:16][CH2:17][C@H:10]2[CH2:9]1)(OC(C)(C)C)=O, predict the reaction product. The product is: [OH:19][CH2:18][C@@H:15]1[CH2:14][N:11]2[CH2:12][CH2:13][NH:8][CH2:9][C@@H:10]2[CH2:17][CH2:16]1.